Dataset: Forward reaction prediction with 1.9M reactions from USPTO patents (1976-2016). Task: Predict the product of the given reaction. (1) Given the reactants C(OC([N:11]1[CH2:16][CH2:15][CH2:14][CH:13]([CH2:17][O:18][Si:19]([C:22]([CH3:25])([CH3:24])[CH3:23])([CH3:21])[CH3:20])[CH2:12]1)=O)C1C=CC=CC=1.[H][H], predict the reaction product. The product is: [Si:19]([O:18][CH2:17][CH:13]1[CH2:14][CH2:15][CH2:16][NH:11][CH2:12]1)([C:22]([CH3:25])([CH3:24])[CH3:23])([CH3:21])[CH3:20]. (2) Given the reactants C(N(CC)CC)C.[CH2:8]([O:10][C:11]1[CH:23]=[CH:22][CH:21]=[CH:20][C:12]=1[O:13][C@@H:14]1[CH2:19][CH2:18][CH2:17][NH:16][CH2:15]1)[CH3:9].Cl[C:25]1[CH:35]=[CH:34][C:28]([C:29]([O:31][CH2:32][CH3:33])=[O:30])=[CH:27][N:26]=1.O, predict the reaction product. The product is: [CH2:8]([O:10][C:11]1[CH:23]=[CH:22][CH:21]=[CH:20][C:12]=1[O:13][C@@H:14]1[CH2:19][CH2:18][CH2:17][N:16]([C:25]2[CH:35]=[CH:34][C:28]([C:29]([O:31][CH2:32][CH3:33])=[O:30])=[CH:27][N:26]=2)[CH2:15]1)[CH3:9]. (3) Given the reactants [N:1]([C@H:4]([C:20]1[CH:25]=[CH:24][C:23]([O:26][CH3:27])=[C:22]([CH3:28])[CH:21]=1)[C:5]([N:7]1[C@H:11]([CH2:12][C:13]2[CH:18]=[CH:17][CH:16]=[CH:15][CH:14]=2)[CH2:10][O:9][C:8]1=[O:19])=[O:6])=[N+]=[N-].[C:29](O[C:29]([O:31][C:32]([CH3:35])([CH3:34])[CH3:33])=[O:30])([O:31][C:32]([CH3:35])([CH3:34])[CH3:33])=[O:30], predict the reaction product. The product is: [C:32]([O:31][C:29](=[O:30])[NH:1][C@H:4]([C:20]1[CH:25]=[CH:24][C:23]([O:26][CH3:27])=[C:22]([CH3:28])[CH:21]=1)[C:5]([N:7]1[C@H:11]([CH2:12][C:13]2[CH:18]=[CH:17][CH:16]=[CH:15][CH:14]=2)[CH2:10][O:9][C:8]1=[O:19])=[O:6])([CH3:35])([CH3:34])[CH3:33].